This data is from Full USPTO retrosynthesis dataset with 1.9M reactions from patents (1976-2016). The task is: Predict the reactants needed to synthesize the given product. Given the product [CH3:5][O:4][N:3]([CH3:2])[C:27](=[O:29])[CH2:26][CH2:25][C:22]1[CH:21]=[CH:20][C:19]([O:18][CH3:17])=[CH:24][CH:23]=1, predict the reactants needed to synthesize it. The reactants are: Cl.[CH3:2][NH:3][O:4][CH3:5].C(Cl)CCl.C(N(CC)CC)C.[CH3:17][O:18][C:19]1[CH:24]=[CH:23][C:22]([CH2:25][CH2:26][C:27]([OH:29])=O)=[CH:21][CH:20]=1.